Dataset: Catalyst prediction with 721,799 reactions and 888 catalyst types from USPTO. Task: Predict which catalyst facilitates the given reaction. Reactant: [CH2:1]1[CH2:5][NH:4][C@H:3]([CH2:6][C:7]([OH:9])=O)[CH2:2]1.[CH2:10](N(CC)CC)[CH3:11].CC(C(Cl)=O)C(Cl)=O.C(=O)([O-])O.[Na+]. Product: [CH2:2]1[C@@H:3]2[N:4]([CH2:10][CH2:11][C:7](=[O:9])[CH2:6]2)[CH2:5][CH2:1]1. The catalyst class is: 4.